This data is from Reaction yield outcomes from USPTO patents with 853,638 reactions. The task is: Predict the reaction yield, written as a fraction of the theoretical maximum amount of product (1.0 means a 100% yield; for example, 0.34 means a 34% yield). The reactants are [CH3:1][O:2][C:3](=[O:16])[C:4]1[CH:9]=[C:8](I)[C:7]([C:11]([F:14])([F:13])[F:12])=[CH:6][C:5]=1[NH2:15].[CH3:17][N:18]1[C:22]([Sn](CCCC)(CCCC)CCCC)=[CH:21][N:20]=[N:19]1. The catalyst is O1CCOCC1.C1C=CC(P(C2C=CC=CC=2)[C-]2C=CC=C2)=CC=1.C1C=CC(P(C2C=CC=CC=2)[C-]2C=CC=C2)=CC=1.Cl[Pd]Cl.[Fe+2]. The product is [CH3:1][O:2][C:3](=[O:16])[C:4]1[CH:9]=[C:8]([C:22]2[N:18]([CH3:17])[N:19]=[N:20][CH:21]=2)[C:7]([C:11]([F:14])([F:13])[F:12])=[CH:6][C:5]=1[NH2:15]. The yield is 0.410.